From a dataset of Catalyst prediction with 721,799 reactions and 888 catalyst types from USPTO. Predict which catalyst facilitates the given reaction. (1) Reactant: C([O:3][CH2:4][CH2:5][O:6][NH:7][C:8]([C:10]1[CH:15]=[CH:14][C:13](=[O:16])[N:12]([CH3:17])[C:11]=1[NH:18][C:19]1[CH:24]=[CH:23][C:22]([CH3:25])=[CH:21][C:20]=1[F:26])=[O:9])=C.COC(C1C=CC(=O)N(C)C=1NC1C=CC(C)=CC=1F)=O.C[Si]([N-][Si](C)(C)C)(C)C.[Li+]. Product: [OH:3][CH2:4][CH2:5][O:6][NH:7][C:8]([C:10]1[CH:15]=[CH:14][C:13](=[O:16])[N:12]([CH3:17])[C:11]=1[NH:18][C:19]1[CH:24]=[CH:23][C:22]([CH3:25])=[CH:21][C:20]=1[F:26])=[O:9]. The catalyst class is: 1. (2) Product: [C:26]([C:23]1([S:34][C:28]2[CH:33]=[CH:32][CH:31]=[CH:30][CH:29]=2)[CH2:24][CH2:25][N:20]([C:13]([O:15][C:16]([CH3:19])([CH3:18])[CH3:17])=[O:14])[CH2:21][CH2:22]1)#[N:27]. Reactant: C(NC(C)C)(C)C.C([Li])CCC.[C:13]([N:20]1[CH2:25][CH2:24][CH:23]([C:26]#[N:27])[CH2:22][CH2:21]1)([O:15][C:16]([CH3:19])([CH3:18])[CH3:17])=[O:14].[C:28]1([S:34][S:34][C:28]2[CH:33]=[CH:32][CH:31]=[CH:30][CH:29]=2)[CH:33]=[CH:32][CH:31]=[CH:30][CH:29]=1. The catalyst class is: 1. (3) Reactant: [Br:1][C:2]1[C:3]([Cl:21])=[C:4]2[CH:10]=[CH:9][N:8]([Si](C(C)C)(C(C)C)C(C)C)[C:5]2=[N:6][CH:7]=1.CCCC[N+](CCCC)(CCCC)CCCC.[F-].O. Product: [Br:1][C:2]1[C:3]([Cl:21])=[C:4]2[CH:10]=[CH:9][NH:8][C:5]2=[N:6][CH:7]=1. The catalyst class is: 1. (4) Reactant: [OH-].[Na+].[Br:3][C:4]1[CH:5]=[C:6]2[C:11]3=[C:12]([CH2:14][CH2:15][CH2:16][N:10]3[CH:9]=[C:8]([C:17]([O:19]CC)=[O:18])[C:7]2=[O:22])[CH:13]=1. Product: [Br:3][C:4]1[CH:5]=[C:6]2[C:11]3=[C:12]([CH2:14][CH2:15][CH2:16][N:10]3[CH:9]=[C:8]([C:17]([OH:19])=[O:18])[C:7]2=[O:22])[CH:13]=1. The catalyst class is: 8. (5) Reactant: [CH3:1][NH:2][C:3]1[CH:4]=[N:5][CH:6]=[CH:7][C:8]=1[C:9]1[CH:14]=[CH:13][CH:12]=[CH:11][C:10]=1[CH3:15].[Cl:16][C:17]1[CH:18]=[C:19]([CH:23]=[C:24]([Cl:26])[N:25]=1)[C:20]([OH:22])=O. Product: [Cl:26][C:24]1[CH:23]=[C:19]([CH:18]=[C:17]([Cl:16])[N:25]=1)[C:20]([N:2]([CH3:1])[C:3]1[CH:4]=[N:5][CH:6]=[CH:7][C:8]=1[C:9]1[CH:14]=[CH:13][CH:12]=[CH:11][C:10]=1[CH3:15])=[O:22]. The catalyst class is: 25. (6) Reactant: [C:1]([C:5]1[CH:9]=[C:8]([NH:10][C:11](=[O:19])OC2C=CC=CC=2)[N:7]([C:20]2[CH:25]=[CH:24][C:23]([CH3:26])=[CH:22][CH:21]=2)[N:6]=1)([CH3:4])([CH3:3])[CH3:2].[CH3:27][O:28][C:29]1[CH:30]=[C:31]2[C:36](=[CH:37][C:38]=1[O:39][CH3:40])[N:35]=[CH:34][N:33]=[C:32]2[O:41][C:42]1[CH:43]=[C:44]([CH:46]=[CH:47][CH:48]=1)[NH2:45]. Product: [C:1]([C:5]1[CH:9]=[C:8]([NH:10][C:11]([NH:45][C:44]2[CH:46]=[CH:47][CH:48]=[C:42]([O:41][C:32]3[C:31]4[C:36](=[CH:37][C:38]([O:39][CH3:40])=[C:29]([O:28][CH3:27])[CH:30]=4)[N:35]=[CH:34][N:33]=3)[CH:43]=2)=[O:19])[N:7]([C:20]2[CH:25]=[CH:24][C:23]([CH3:26])=[CH:22][CH:21]=2)[N:6]=1)([CH3:2])([CH3:3])[CH3:4]. The catalyst class is: 251.